Task: Regression. Given a peptide amino acid sequence and an MHC pseudo amino acid sequence, predict their binding affinity value. This is MHC class I binding data.. Dataset: Peptide-MHC class I binding affinity with 185,985 pairs from IEDB/IMGT The peptide sequence is LNTPYCNYTK. The MHC is HLA-A11:01 with pseudo-sequence HLA-A11:01. The binding affinity (normalized) is 0.141.